Predict the reaction yield, written as a fraction of the theoretical maximum amount of product (1.0 means a 100% yield; for example, 0.34 means a 34% yield). From a dataset of Reaction yield outcomes from USPTO patents with 853,638 reactions. (1) The reactants are [ClH:1].N[C:3]1[CH:4]=[CH:5][C:6]2[CH2:10][CH:9]([C:11]#[N:12])[C:7]=2[CH:8]=1.N([O-])=O.[Na+].C(OCC)(=O)C. The catalyst is O.Cl.CCCCCCC.[Cu]Cl. The product is [Cl:1][C:3]1[CH:4]=[CH:5][C:6]2[CH2:10][CH:9]([C:11]#[N:12])[C:7]=2[CH:8]=1. The yield is 0.670. (2) The product is [CH3:1][C:2]1[N:3]=[CH:4][O:5][C:6]=1[C:7]([C:9]1[CH:14]=[CH:13][CH:12]=[CH:11][C:10]=1[CH:15]([CH3:18])[C:16]#[C:17][C:20]1[CH:25]=[CH:24][CH:23]=[CH:22][CH:21]=1)=[O:8]. The reactants are [CH3:1][C:2]1[N:3]=[CH:4][O:5][C:6]=1[C:7]([C:9]1[CH:14]=[CH:13][CH:12]=[CH:11][C:10]=1[CH:15]([CH3:18])[C:16]#[CH:17])=[O:8].I[C:20]1[CH:25]=[CH:24][CH:23]=[CH:22][CH:21]=1.CCCCCC.CCOC(C)=O. The yield is 0.830. The catalyst is CCN(CC)CC.CCOCC.Cl[Pd](Cl)([P](C1C=CC=CC=1)(C1C=CC=CC=1)C1C=CC=CC=1)[P](C1C=CC=CC=1)(C1C=CC=CC=1)C1C=CC=CC=1.[Cu]I. (3) The reactants are C(OC(N1CC[N:11]([CH2:14][C:15]2[C:16](=[O:40])[N:17]([CH2:30][CH2:31][CH2:32][C:33]3[CH:38]=[CH:37][C:36]([F:39])=[CH:35][CH:34]=3)[N:18]=[C:19]([C:21]3[CH:26]=[CH:25][C:24]([O:27][CH3:28])=[C:23]([F:29])[CH:22]=3)[CH:20]=2)CC1)=O)(C)(C)C.FC1C=C(C2C=C(COS(C)(=O)=O)C(=O)N(CCCC3C=CC(F)=CC=3)N=2)C=CC=1OC. No catalyst specified. The product is [NH2:11][CH2:14][C:15]1[C:16](=[O:40])[N:17]([CH2:30][CH2:31][CH2:32][C:33]2[CH:38]=[CH:37][C:36]([F:39])=[CH:35][CH:34]=2)[N:18]=[C:19]([C:21]2[CH:26]=[CH:25][C:24]([O:27][CH3:28])=[C:23]([F:29])[CH:22]=2)[CH:20]=1. The yield is 0.417. (4) The reactants are ClC(Cl)(Cl)[C:3]([C:5]1[N:14]2[C:8]([CH2:9][N:10]([C:19]([C:21]3[CH:26]=[CH:25][C:24]([C:27]4[CH:32]=[CH:31][CH:30]=[CH:29][C:28]=4[CH3:33])=[C:23]([O:34][CH3:35])[CH:22]=3)=[O:20])[C:11]3[CH:18]=[CH:17][CH:16]=[CH:15][C:12]=3[CH2:13]2)=[CH:7][CH:6]=1)=[O:4].[F:38][C:39]([F:49])([F:48])[C:40]1[CH:41]=[C:42]([CH:45]=[CH:46][CH:47]=1)[CH2:43][NH2:44]. No catalyst specified. The product is [CH3:35][O:34][C:23]1[CH:22]=[C:21]([C:19]([N:10]2[C:11]3[CH:18]=[CH:17][CH:16]=[CH:15][C:12]=3[CH2:13][N:14]3[C:5]([C:3]([NH:44][CH2:43][C:42]4[CH:45]=[CH:46][CH:47]=[C:40]([C:39]([F:48])([F:49])[F:38])[CH:41]=4)=[O:4])=[CH:6][CH:7]=[C:8]3[CH2:9]2)=[O:20])[CH:26]=[CH:25][C:24]=1[C:27]1[CH:32]=[CH:31][CH:30]=[CH:29][C:28]=1[CH3:33]. The yield is 0.790. (5) The reactants are [C:1]([NH:4][C:5]([NH2:7])=[S:6])(=[NH:3])[NH2:2].Cl[CH2:9][C:10](=O)[CH3:11]. The catalyst is CC(C)=O. The product is [CH3:11][C:10]1[N:7]=[C:5]([NH:4][C:1]([NH2:2])=[NH:3])[S:6][CH:9]=1. The yield is 0.830. (6) The reactants are [Br:1][C:2]1[CH:3]=[C:4]2[C:8](=[CH:9][CH:10]=1)[NH:7][CH:6]=[CH:5]2.[BH3-]C#N.[Na+]. The catalyst is C(O)(=O)C.O. The product is [Br:1][C:2]1[CH:3]=[C:4]2[C:8](=[CH:9][CH:10]=1)[NH:7][CH2:6][CH2:5]2. The yield is 0.710. (7) The reactants are [CH3:1][NH:2][C:3]1[CH:4]=[CH:5][C:6]2[NH:7][C:8]3[C:13]([S:14][C:15]=2[CH:16]=1)=[CH:12][C:11]([NH:17][CH3:18])=[CH:10][CH:9]=3.[C:19](OC(=O)C)(=[O:21])[CH3:20]. The catalyst is N1C=CC=CC=1. The product is [CH3:1][NH:2][C:3]1[CH:4]=[CH:5][C:6]2[N:7]([C:19](=[O:21])[CH3:20])[C:8]3[C:13]([S:14][C:15]=2[CH:16]=1)=[CH:12][C:11]([NH:17][CH3:18])=[CH:10][CH:9]=3. The yield is 0.530.